From a dataset of Peptide-MHC class II binding affinity with 134,281 pairs from IEDB. Regression. Given a peptide amino acid sequence and an MHC pseudo amino acid sequence, predict their binding affinity value. This is MHC class II binding data. (1) The peptide sequence is SQDLELSWLLNGLQAY. The MHC is HLA-DQA10301-DQB10302 with pseudo-sequence HLA-DQA10301-DQB10302. The binding affinity (normalized) is 0.526. (2) The peptide sequence is LGGVMGGLWKYLNAV. The MHC is HLA-DQA10201-DQB10402 with pseudo-sequence HLA-DQA10201-DQB10402. The binding affinity (normalized) is 0.303. (3) The binding affinity (normalized) is 0.161. The peptide sequence is VPEKYTIGATYAPEE. The MHC is DRB1_1101 with pseudo-sequence DRB1_1101. (4) The peptide sequence is KEPLKECGGILQAYD. The MHC is HLA-DQA10201-DQB10202 with pseudo-sequence HLA-DQA10201-DQB10202. The binding affinity (normalized) is 0.0409. (5) The peptide sequence is GELQIVDKFDAAFKI. The MHC is DRB1_0101 with pseudo-sequence DRB1_0101. The binding affinity (normalized) is 0.363.